This data is from Full USPTO retrosynthesis dataset with 1.9M reactions from patents (1976-2016). The task is: Predict the reactants needed to synthesize the given product. (1) Given the product [CH:1]1([NH:9][CH:15]2[CH2:14][CH2:13][C:12]([C:19]3[CH:20]=[CH:21][CH:22]=[CH:23][CH:24]=3)([N:11]([CH3:25])[CH3:10])[CH2:17][CH2:16]2)[CH2:8][CH2:7][CH2:6][CH2:5][CH2:4][CH2:3][CH2:2]1, predict the reactants needed to synthesize it. The reactants are: [CH:1]1([NH2:9])[CH2:8][CH2:7][CH2:6][CH2:5][CH2:4][CH2:3][CH2:2]1.[CH3:10][N:11]([CH3:25])[C:12]1([C:19]2[CH:24]=[CH:23][CH:22]=[CH:21][CH:20]=2)[CH2:17][CH2:16][C:15](=O)[CH2:14][CH2:13]1.ClCCCl.C(O)(=O)C. (2) The reactants are: [CH:1]([NH:3][C:4]1[CH:16]=[CH:15][C:7]([C:8]([O:10][C:11]([CH3:14])([CH3:13])[CH3:12])=[O:9])=[CH:6][CH:5]=1)=O.O=P(Cl)(Cl)Cl. Given the product [N+:3]([C:4]1[CH:16]=[CH:15][C:7]([C:8]([O:10][C:11]([CH3:12])([CH3:14])[CH3:13])=[O:9])=[CH:6][CH:5]=1)#[C-:1], predict the reactants needed to synthesize it. (3) Given the product [ClH:21].[CH3:25][N:26]([CH3:31])[CH2:27][CH2:28][CH2:29][NH:30][C:19](=[O:20])[C:18]1[CH:22]=[CH:23][C:15]([N:13]2[C:12](=[O:24])[C:8]3=[CH:9][NH:10][C:11]4[C:2]([F:1])=[CH:3][CH:4]=[CH:5][C:6]=4[C:7]3=[N:14]2)=[CH:16][CH:17]=1, predict the reactants needed to synthesize it. The reactants are: [F:1][C:2]1[C:11]2[NH:10][CH:9]=[C:8]3[C:12](=[O:24])[N:13]([C:15]4[CH:23]=[CH:22][C:18]([C:19]([Cl:21])=[O:20])=[CH:17][CH:16]=4)[N:14]=[C:7]3[C:6]=2[CH:5]=[CH:4][CH:3]=1.[CH3:25][N:26]([CH3:31])[CH2:27][CH2:28][CH2:29][NH2:30]. (4) Given the product [Cl:1][C:2]1[CH:11]=[CH:10][C:5]2[N:6]=[C:7]([NH:9][C:15]([NH:14][CH2:12][CH3:13])=[O:16])[S:8][C:4]=2[CH:3]=1, predict the reactants needed to synthesize it. The reactants are: [Cl:1][C:2]1[CH:11]=[CH:10][C:5]2[N:6]=[C:7]([NH2:9])[S:8][C:4]=2[CH:3]=1.[CH2:12]([N:14]=[C:15]=[O:16])[CH3:13].C(N(CC)CC)C. (5) The reactants are: C1C=C(Cl)C=C(C(OO)=[O:9])C=1.[N:12]1([C:18]([O:20][C:21]([CH3:24])([CH3:23])[CH3:22])=[O:19])[CH2:17][CH2:16][CH:15]=[CH:14][CH2:13]1.S([O-])([O-])=O.[Na+].[Na+].C(=O)(O)[O-].[Na+]. Given the product [CH:14]12[O:9][CH:15]1[CH2:16][CH2:17][N:12]([C:18]([O:20][C:21]([CH3:24])([CH3:23])[CH3:22])=[O:19])[CH2:13]2, predict the reactants needed to synthesize it. (6) Given the product [Br:3][C:4]1[CH:9]=[CH:8][C:7]([C:10]2[N:2]=[C:27]([C@@H:26]3[CH2:29][CH2:30][CH2:31][N:25]3[C:18]([O:20][C:21]([CH3:24])([CH3:23])[CH3:22])=[O:19])[N:15]([OH:16])[C:11]=2[CH2:12][CH2:13][CH3:14])=[CH:6][CH:5]=1, predict the reactants needed to synthesize it. The reactants are: [OH-].[NH4+:2].[Br:3][C:4]1[CH:9]=[CH:8][C:7]([C:10](=O)/[C:11](=[N:15]\[OH:16])/[CH2:12][CH2:13][CH3:14])=[CH:6][CH:5]=1.[C:18]([N:25]1[CH2:31][CH2:30][CH2:29][C@H:26]1[CH:27]=O)([O:20][C:21]([CH3:24])([CH3:23])[CH3:22])=[O:19].C(OCC)(=O)C.